This data is from Catalyst prediction with 721,799 reactions and 888 catalyst types from USPTO. The task is: Predict which catalyst facilitates the given reaction. (1) Reactant: [CH2:1]([Li:5])[CH2:2]CC.[CH:6]([NH:9][CH:10]([CH3:12])[CH3:11])([CH3:8])[CH3:7].[Cl:13][C:14]1[CH:19]=[CH:18][N:17]=[CH:16][C:15]=1[I:20]. Product: [Li+:5].[CH3:7][CH:6]([N-:9][CH:10]([CH3:12])[CH3:11])[CH3:8].[Cl:13][C:14]1[C:15]([I:20])=[CH:16][N:17]=[CH:18][C:19]=1[CH2:1][CH3:2]. The catalyst class is: 1. (2) Reactant: CCCCCC.C([Li])CCC.[CH3:12][C:13]1[N:14]=[CH:15][S:16][CH:17]=1.[CH2:18]([N:25]1[CH2:30][CH2:29][C:28]([NH:33][C:34]2[CH:39]=[CH:38][CH:37]=[CH:36][CH:35]=2)(C#N)[CH2:27][CH:26]1[CH3:40])[C:19]1[CH:24]=[CH:23][CH:22]=[CH:21][CH:20]=1.O. Product: [CH2:18]([N:25]1[CH2:30][CH2:29][C:28]([NH:33][C:34]2[CH:39]=[CH:38][CH:37]=[CH:36][CH:35]=2)([C:15]2[S:16][CH:17]=[C:13]([CH3:12])[N:14]=2)[CH2:27][CH:26]1[CH3:40])[C:19]1[CH:20]=[CH:21][CH:22]=[CH:23][CH:24]=1. The catalyst class is: 54. (3) Reactant: [C:1]([C:3]1[CH:8]=[CH:7][C:6]([CH:9]2[C:18]3[C:13](=[C:14]([CH3:22])[CH:15]=[N:16][C:17]=3[O:19][CH2:20][CH3:21])[NH:12][C:11]([CH3:23])=[C:10]2[C:24]([O:26]CCC#N)=[O:25])=[C:5]([O:31][CH3:32])[CH:4]=1)#[N:2].[OH-].[Na+].C(OCC)C.Cl. Product: [C:1]([C:3]1[CH:8]=[CH:7][C:6]([CH:9]2[C:18]3[C:13](=[C:14]([CH3:22])[CH:15]=[N:16][C:17]=3[O:19][CH2:20][CH3:21])[NH:12][C:11]([CH3:23])=[C:10]2[C:24]([OH:26])=[O:25])=[C:5]([O:31][CH3:32])[CH:4]=1)#[N:2]. The catalyst class is: 149. (4) Reactant: Cl[C:2]([O:4][CH3:5])=[O:3].[NH2:6][CH2:7][C@H:8]1[O:12][C:11](=[O:13])[N:10]([C:14]2[CH:15]=[C:16]3[C:20](=[C:21]([F:23])[CH:22]=2)[N:19]([CH2:24][CH2:25][F:26])[C:18](=[O:27])[CH2:17]3)[CH2:9]1.C(N(C(C)C)CC)(C)C. Product: [CH3:5][O:4][C:2](=[O:3])[NH:6][CH2:7][C@@H:8]1[O:12][C:11](=[O:13])[N:10]([C:14]2[CH:15]=[C:16]3[C:20](=[C:21]([F:23])[CH:22]=2)[N:19]([CH2:24][CH2:25][F:26])[C:18](=[O:27])[CH2:17]3)[CH2:9]1. The catalyst class is: 4.